This data is from Forward reaction prediction with 1.9M reactions from USPTO patents (1976-2016). The task is: Predict the product of the given reaction. Given the reactants [F:1][C:2]1[CH:3]=[C:4]([CH:9]=[C:10]([S:12]([CH3:15])(=[O:14])=[O:13])[CH:11]=1)[O:5][CH2:6][CH2:7][NH2:8].[CH3:16][C:17]1C=CC(S(OCCC)(=O)=O)=C[CH:18]=1.C(=O)([O-])[O-].[K+].[K+], predict the reaction product. The product is: [F:1][C:2]1[CH:3]=[C:4]([CH:9]=[C:10]([S:12]([CH3:15])(=[O:14])=[O:13])[CH:11]=1)[O:5][CH2:6][CH2:7][NH:8][CH2:16][CH2:17][CH3:18].